Dataset: CYP2D6 inhibition data for predicting drug metabolism from PubChem BioAssay. Task: Regression/Classification. Given a drug SMILES string, predict its absorption, distribution, metabolism, or excretion properties. Task type varies by dataset: regression for continuous measurements (e.g., permeability, clearance, half-life) or binary classification for categorical outcomes (e.g., BBB penetration, CYP inhibition). Dataset: cyp2d6_veith. (1) The molecule is Cc1ccc(NC(=O)c2cc(Cl)nc3ccccc23)cc1. The result is 1 (inhibitor). (2) The drug is Cc1noc(C)c1COc1cccc(C(=O)OCC(=O)N2CC(=O)Nc3ccccc32)c1. The result is 0 (non-inhibitor). (3) The molecule is Cc1ccc(S(=O)(=O)N(CC(=O)N2CCN(c3ccc(F)cc3)CC2)C2CCCCC2)cc1. The result is 0 (non-inhibitor). (4) The compound is CC(=O)c1cccc(NC(=O)CCC2CCCC2)c1. The result is 0 (non-inhibitor). (5) The compound is COc1ccc(-c2c(C(C)=O)c(C)nc3sc4c(c23)NC(c2ccccc2)NC4=O)cc1. The result is 0 (non-inhibitor).